Predict the reactants needed to synthesize the given product. From a dataset of Retrosynthesis with 50K atom-mapped reactions and 10 reaction types from USPTO. (1) Given the product CCCCc1noc(C)c1CCc1nc(C)c(C(=O)NC2CCOC2)s1, predict the reactants needed to synthesize it. The reactants are: CCCCc1noc(C)c1CCc1nc(C)c(C(=O)O)s1.NC1CCOC1. (2) Given the product CC(=O)c1cccc(-c2ccc(C#CC(O)CCc3cccnc3)cc2)c1, predict the reactants needed to synthesize it. The reactants are: C#CC(O)CCc1cccnc1.CC(=O)c1cccc(-c2ccc(OS(=O)(=O)C(F)(F)F)cc2)c1. (3) Given the product CC(C)(C)OC(=O)N1CCC(O)(C#Cc2ccccc2)CC1, predict the reactants needed to synthesize it. The reactants are: C#Cc1ccccc1.CC(C)(C)OC(=O)N1CCC(=O)CC1. (4) Given the product CCC(C)C(F)C(=O)O, predict the reactants needed to synthesize it. The reactants are: CCOC(=O)C(F)C(C)CC. (5) Given the product CCn1nc(C)cc1C(=O)Nc1ccc(C(=O)c2ccc3c(c2)C(=CNc2ccc(N4CCOCC4)cc2)C(=O)N3)cc1, predict the reactants needed to synthesize it. The reactants are: CCn1nc(C)cc1C(=O)Nc1ccc(C(=O)c2ccc3c(c2)C(=CO)C(=O)N3)cc1.Nc1ccc(N2CCOCC2)cc1. (6) Given the product O=C(O)Cc1cc(OCCCN(Cc2cccc(C(F)(F)F)c2Cl)CC(c2ccccc2)c2ccccc2)ccc1Br, predict the reactants needed to synthesize it. The reactants are: COC(=O)Cc1cc(OCCCN(Cc2cccc(C(F)(F)F)c2Cl)CC(c2ccccc2)c2ccccc2)ccc1Br.